Dataset: Reaction yield outcomes from USPTO patents with 853,638 reactions. Task: Predict the reaction yield, written as a fraction of the theoretical maximum amount of product (1.0 means a 100% yield; for example, 0.34 means a 34% yield). (1) The reactants are [CH:1]1([C:15]([O:17][CH3:18])=[O:16])[CH:6]=[CH:5][CH:4]([C:7]([O:9][CH3:10])=[O:8])[CH2:3][CH:2]1[C:11]([O:13][CH3:14])=[O:12]. The catalyst is C1(C)C=CC=C(C)C=1.[Pt]. The product is [C:15]([O:17][CH3:18])(=[O:16])[C:1]1[C:2](=[CH:3][C:4](=[CH:5][CH:6]=1)[C:7]([O:9][CH3:10])=[O:8])[C:11]([O:13][CH3:14])=[O:12]. The yield is 0.650. (2) The reactants are C([O:3][P:4]([CH:9]([C:35]#[N:36])[CH2:10][C:11]([CH3:34])=[CH:12][CH2:13][C:14]1[C:15]([O:27]CC[Si](C)(C)C)=[C:16]2[C:20](=[C:21]([CH3:25])[C:22]=1[O:23][CH3:24])[CH2:19][O:18][C:17]2=[O:26])(=[O:8])[O:5]CC)C.C[Si](Br)(C)C.N1C(C)=CC=CC=1C. The catalyst is C(#N)C. The product is [C:35]([CH:9]([P:4](=[O:3])([OH:5])[OH:8])[CH2:10][C:11]([CH3:34])=[CH:12][CH2:13][C:14]1[C:15]([OH:27])=[C:16]2[C:20](=[C:21]([CH3:25])[C:22]=1[O:23][CH3:24])[CH2:19][O:18][C:17]2=[O:26])#[N:36]. The yield is 0.600. (3) The reactants are [Cl:1][C:2]1[CH:10]=[CH:9][C:5]([C:6](Cl)=[O:7])=[CH:4][N:3]=1.C(N(CC)CC)C.[C:18]1([CH2:24][NH2:25])[CH:23]=[CH:22][CH:21]=[CH:20][CH:19]=1. The catalyst is C(Cl)Cl. The product is [CH2:24]([NH:25][C:6](=[O:7])[C:5]1[CH:9]=[CH:10][C:2]([Cl:1])=[N:3][CH:4]=1)[C:18]1[CH:23]=[CH:22][CH:21]=[CH:20][CH:19]=1. The yield is 0.890. (4) The product is [CH:3]1[CH:4]=[CH:5][C:6]2[N:9]([OH:1])[N:10]=[N:20][C:19]=2[CH:8]=1. The catalyst is CN(C=O)C.C(Cl)CCl. The reactants are [OH2:1].F[C:3]1[CH:4]=[CH:5][C:6]([NH:9][NH2:10])=N[CH:8]=1.C(OC(C[CH2:19][N:20]1CCC[C@H]1C(O)=O)=O)(C)(C)C. The yield is 0.990. (5) The catalyst is C(Cl)Cl. The reactants are [C:1]([C:4]1[CH:10]=[CH:9][C:7]([NH2:8])=[CH:6][CH:5]=1)(=[O:3])[CH3:2].C(N(CC)CC)C.[Cl-].ClC1N(C)CC[NH+]1C.[CH3:27][O:28][C:29]1[C:30](=[O:53])[C:31]([CH3:52])=[C:32]([CH2:38][C:39]2[CH:40]=[CH:41][C:42]([O:48][C:49](=[O:51])[CH3:50])=[C:43]([CH:47]=2)[C:44](O)=[O:45])[C:33](=[O:37])[C:34]=1[O:35][CH3:36]. The yield is 0.610. The product is [CH3:27][O:28][C:29]1[C:30](=[O:53])[C:31]([CH3:52])=[C:32]([CH2:38][C:39]2[CH:40]=[CH:41][C:42]([O:48][C:49](=[O:51])[CH3:50])=[C:43]([CH:47]=2)[C:44]([NH:8][C:7]2[CH:9]=[CH:10][C:4]([C:1](=[O:3])[CH3:2])=[CH:5][CH:6]=2)=[O:45])[C:33](=[O:37])[C:34]=1[O:35][CH3:36]. (6) The reactants are [O:1]1[CH2:6][CH2:5][CH2:4][CH:3]([CH2:7][CH2:8][CH:9]=[O:10])[CH2:2]1.[N:11]([C:23]([O:25][CH2:26][C:27]1[CH:32]=[CH:31][CH:30]=[CH:29][CH:28]=1)=[O:24])=[N:12][C:13]([O:15][CH2:16][C:17]1[CH:22]=[CH:21][CH:20]=[CH:19][CH:18]=1)=[O:14].C1CN[C@@H](C(O)=O)C1.[BH4-].[Na+]. The catalyst is CC#N.C(O)C. The product is [OH:10][CH2:9][C@@H:8]([N:11]([C:23]([O:25][CH2:26][C:27]1[CH:32]=[CH:31][CH:30]=[CH:29][CH:28]=1)=[O:24])[NH:12][C:13]([O:15][CH2:16][C:17]1[CH:22]=[CH:21][CH:20]=[CH:19][CH:18]=1)=[O:14])[CH2:7][CH:3]1[CH2:4][CH2:5][CH2:6][O:1][CH2:2]1. The yield is 0.810. (7) The reactants are [CH2:1]([N:8]1[CH2:12][CH:11]([N+:13]([O-])=O)[CH:10]([C:16]2[CH:21]=[CH:20][C:19]([Cl:22])=[CH:18][CH:17]=2)[CH2:9]1)[C:2]1[CH:7]=[CH:6][CH:5]=[CH:4][CH:3]=1. The catalyst is C1COCC1.CCOCC.[Ti](Cl)(Cl)(Cl)Cl.[Zn]. The product is [CH2:1]([N:8]1[CH2:9][CH:10]([C:16]2[CH:17]=[CH:18][C:19]([Cl:22])=[CH:20][CH:21]=2)[CH:11]([NH2:13])[CH2:12]1)[C:2]1[CH:3]=[CH:4][CH:5]=[CH:6][CH:7]=1. The yield is 0.570. (8) The reactants are I[C:2]1C(C2SC=CC=2)=NN[CH:6]=1.[H-].[Na+].C(I)C.[Cl:17][C:18]1[CH:19]=[C:20]([C:23]2[C:27]([I:28])=[CH:26][N:25](CC)[N:24]=2)[S:21][CH:22]=1. The catalyst is CN(C)C=O.CC(OC)(C)C.O. The product is [Cl:17][C:18]1[CH:19]=[C:20]([C:23]2[N:24]([CH2:2][CH3:6])[N:25]=[CH:26][C:27]=2[I:28])[S:21][CH:22]=1. The yield is 0.840. (9) The yield is 0.990. The reactants are [C:1]([Si:5]([CH3:21])([CH3:20])[O:6][CH2:7][C:8]1[CH:13]=[CH:12][C:11]([C:14]#[C:15][Si](C)(C)C)=[CH:10][CH:9]=1)([CH3:4])([CH3:3])[CH3:2].[OH-].[K+].CO.C(O)(=O)C. The product is [C:1]([Si:5]([O:6][CH2:7][C:8]1[CH:13]=[CH:12][C:11]([C:14]#[CH:15])=[CH:10][CH:9]=1)([CH3:21])[CH3:20])([CH3:4])([CH3:3])[CH3:2]. The catalyst is CO. (10) The reactants are [F:1][C:2]([F:12])([F:11])[C:3]1[N:8]=[CH:7][C:6]([CH2:9]O)=[CH:5][CH:4]=1.O=P(Cl)(Cl)[Cl:15].O. The catalyst is CN(C=O)C. The product is [Cl:15][CH2:9][C:6]1[CH:5]=[CH:4][C:3]([C:2]([F:12])([F:11])[F:1])=[N:8][CH:7]=1. The yield is 0.682.